Task: Predict the reaction yield, written as a fraction of the theoretical maximum amount of product (1.0 means a 100% yield; for example, 0.34 means a 34% yield).. Dataset: Reaction yield outcomes from USPTO patents with 853,638 reactions (1) The reactants are [F:1][C:2]1[CH:13]=[CH:12][C:5]([C:6]([N:8]([O:10][CH3:11])[CH3:9])=[O:7])=[CH:4][C:3]=1[OH:14].N1C=CN=C1.[CH3:20][C:21]([Si:24](Cl)([CH3:26])[CH3:25])([CH3:23])[CH3:22]. The catalyst is CN(C=O)C. The product is [Si:24]([O:14][C:3]1[CH:4]=[C:5]([CH:12]=[CH:13][C:2]=1[F:1])[C:6]([N:8]([O:10][CH3:11])[CH3:9])=[O:7])([C:21]([CH3:23])([CH3:22])[CH3:20])([CH3:26])[CH3:25]. The yield is 0.670. (2) The reactants are [CH3:1][O:2][C:3]1[CH:8]=[CH:7][CH:6]=[C:5]([O:9][CH3:10])[C:4]=1[OH:11].F[C:13]1[CH:18]=[CH:17][CH:16]=[CH:15][C:14]=1[N+:19]([O-:21])=[O:20].[CH3:22][O:23][C:24]1[CH:37]=[CH:36][CH:35]=[C:34]([O:38][CH3:39])[C:25]=1[O:26][C:27]1[CH:33]=[CH:32][CH:31]=[CH:30][C:28]=1[NH2:29].[NH2:40][C:41]1[S:42][CH:43]=[CH:44][N:45]=1. No catalyst specified. The product is [CH3:10][O:9][C:5]1[CH:6]=[CH:7][CH:8]=[C:3]([O:2][CH3:1])[C:4]=1[O:11][C:13]1[CH:18]=[CH:17][CH:16]=[CH:15][C:14]=1[N+:19]([O-:21])=[O:20].[CH3:39][O:38][C:34]1[CH:35]=[CH:36][CH:37]=[C:24]([O:23][CH3:22])[C:25]=1[O:26][C:27]1[CH:33]=[CH:32][CH:31]=[CH:30][C:28]=1[NH:29][C:4]([NH:40][C:41]1[S:42][CH:43]=[CH:44][N:45]=1)=[O:11]. The yield is 0.630. (3) The reactants are [CH3:1][O:2][C:3](=[O:12])[C:4]1[CH:9]=[CH:8][CH:7]=[C:6]([NH2:10])[C:5]=1[NH2:11].[N:13]([O-])=O.[Na+]. The catalyst is Cl.O. The product is [CH3:1][O:2][C:3]([C:4]1[C:5]2[N:11]=[N:13][NH:10][C:6]=2[CH:7]=[CH:8][CH:9]=1)=[O:12]. The yield is 0.600. (4) The reactants are O[C:2]1[C:9]([N+:10]([O-:12])=[O:11])=[CH:8][CH:7]=[CH:6][C:3]=1[CH:4]=[O:5].[C:13](=[O:16])([O-])[O-].[K+].[K+].BrC[CH2:21][CH2:22][C:23]1[CH:28]=[CH:27][CH:26]=[CH:25][CH:24]=1.CN(C)C=O. The catalyst is O. The product is [C:23]1([CH2:22][CH2:21][CH2:13][O:16][C:6]2[CH:7]=[CH:8][C:9]([N+:10]([O-:12])=[O:11])=[CH:2][C:3]=2[CH:4]=[O:5])[CH:28]=[CH:27][CH:26]=[CH:25][CH:24]=1. The yield is 0.760. (5) The reactants are [NH:1]1[C:9]2[C:4](=[CH:5][CH:6]=[CH:7][CH:8]=2)[CH:3]=[CH:2]1.C[Mg+].[Br-].[CH3:13][O:14][C:15]1[CH:23]=[CH:22][CH:21]=[CH:20][C:16]=1[C:17](Cl)=O.[Cl-].[NH4+].[CH2:26]([O:28]CC)C. No catalyst specified. The product is [NH:1]1[C:9]2[C:4](=[CH:5][CH:6]=[CH:7][CH:8]=2)[C:3]([C:26](=[O:28])[CH2:17][C:16]2[CH:20]=[CH:21][CH:22]=[CH:23][C:15]=2[O:14][CH3:13])=[CH:2]1. The yield is 0.490. (6) The reactants are [C:1]([C:3]1([C:6]2[CH:7]=[C:8]([CH:36]=[CH:37][CH:38]=2)[C:9]([NH:11][C:12]2[CH:13]=[C:14]([CH:33]=[CH:34][CH:35]=2)[O:15][C:16]2[CH:17]=[CH:18][C:19]3[N:20]([CH:22]=[C:23]([NH:25][C:26]([CH:28]4[CH2:32][CH2:31][NH:30][CH2:29]4)=[O:27])[N:24]=3)[N:21]=2)=[O:10])[CH2:5][CH2:4]1)#[N:2].C=O.[C:41]([BH-](C#N)C#N)#N.[Na+].C(O)(=O)C. The catalyst is CO. The product is [C:1]([C:3]1([C:6]2[CH:7]=[C:8]([CH:36]=[CH:37][CH:38]=2)[C:9]([NH:11][C:12]2[CH:13]=[C:14]([CH:33]=[CH:34][CH:35]=2)[O:15][C:16]2[CH:17]=[CH:18][C:19]3[N:20]([CH:22]=[C:23]([NH:25][C:26]([CH:28]4[CH2:32][CH2:31][N:30]([CH3:41])[CH2:29]4)=[O:27])[N:24]=3)[N:21]=2)=[O:10])[CH2:4][CH2:5]1)#[N:2]. The yield is 0.120. (7) The reactants are [F:1][C:2]1[CH:7]=[C:6]([F:8])[CH:5]=[CH:4][C:3]=1[C:9]([OH:30])([CH2:24][N:25]1[CH:29]=[N:28][N:27]=[N:26]1)[C:10]([F:23])([F:22])[C:11]1[CH:16]=[CH:15][C:14](/[CH:17]=[CH:18]/[CH2:19][O:20][CH3:21])=[CH:13][N:12]=1. The catalyst is CCO.[Pd]. The product is [F:1][C:2]1[CH:7]=[C:6]([F:8])[CH:5]=[CH:4][C:3]=1[C:9]([OH:30])([CH2:24][N:25]1[CH:29]=[N:28][N:27]=[N:26]1)[C:10]([F:22])([F:23])[C:11]1[CH:16]=[CH:15][C:14]([CH2:17][CH2:18][CH2:19][O:20][CH3:21])=[CH:13][N:12]=1. The yield is 0.770.